This data is from Full USPTO retrosynthesis dataset with 1.9M reactions from patents (1976-2016). The task is: Predict the reactants needed to synthesize the given product. (1) Given the product [ClH:28].[ClH:41].[C@H:1]([N:5]([CH2:31][CH2:32][NH:42][CH2:43][CH2:44][C:45]1[C:50]2[O:51][CH2:52][C:53](=[O:55])[NH:54][C:49]=2[C:48]([OH:56])=[CH:47][CH:46]=1)[C:6](=[O:30])[CH2:7][CH2:8][NH:9][CH2:20][CH2:21][C:22]1[CH:27]=[CH:26][C:25]([Cl:28])=[C:24]([Cl:29])[CH:23]=1)([CH2:3][CH3:4])[CH3:2], predict the reactants needed to synthesize it. The reactants are: [C@H:1]([N:5]([CH2:31][CH:32]=O)[C:6](=[O:30])[CH2:7][CH2:8][N:9]([CH2:20][CH2:21][C:22]1[CH:27]=[CH:26][C:25]([Cl:28])=[C:24]([Cl:29])[CH:23]=1)C(=O)OCC1C=CC=CC=1)([CH2:3][CH3:4])[CH3:2].C(N(CC)CC)C.[ClH:41].[NH2:42][CH2:43][CH2:44][C:45]1[C:50]2[O:51][CH2:52][C:53](=[O:55])[NH:54][C:49]=2[C:48]([OH:56])=[CH:47][CH:46]=1.C(O[BH-](OC(=O)C)OC(=O)C)(=O)C.[Na+]. (2) Given the product [CH2:6]([O:5][C:3](=[O:4])[CH2:2][S:16][C:12]1[CH:13]=[CH:14][CH:15]=[C:10]([C:9]([F:8])([F:17])[F:18])[CH:11]=1)[CH3:7], predict the reactants needed to synthesize it. The reactants are: Br[CH2:2][C:3]([O:5][CH2:6][CH3:7])=[O:4].[F:8][C:9]([F:18])([F:17])[C:10]1[CH:11]=[C:12]([SH:16])[CH:13]=[CH:14][CH:15]=1.CCN(CC)CC. (3) Given the product [CH3:15][CH:13]([CH3:14])[CH2:12][CH:11]([C:8]1[CH:9]=[CH:10][C:5]([C:4]([OH:3])=[O:28])=[CH:6][CH:7]=1)[NH:16][C:17]1[CH:18]=[N:19][C:20]2[C:25]([CH:26]=1)=[CH:24][CH:23]=[CH:22][C:21]=2[CH3:31], predict the reactants needed to synthesize it. The reactants are: C([O:3][C:4](=[O:28])[C:5]1[CH:10]=[CH:9][C:8]([CH:11]([NH:16][C:17]2[CH:18]=[N:19][C:20]3[C:25]([CH:26]=2)=[CH:24][CH:23]=[C:22](C)[CH:21]=3)[CH2:12][CH:13]([CH3:15])[CH3:14])=[CH:7][CH:6]=1)C.[OH-].[Na+].[CH2:31]1COCC1.CO. (4) Given the product [Si:1]([O:8][CH2:9][C:10]1[S:14][C:13]([C:15]2[N:20]=[N:19][C:18]([Cl:22])=[N:17][CH:16]=2)=[N:12][CH:11]=1)([C:4]([CH3:7])([CH3:6])[CH3:5])([CH3:3])[CH3:2], predict the reactants needed to synthesize it. The reactants are: [Si:1]([O:8][CH2:9][C:10]1[S:14][C:13]([C:15]2[N:20]=[N:19][C:18](N)=[N:17][CH:16]=2)=[N:12][CH:11]=1)([C:4]([CH3:7])([CH3:6])[CH3:5])([CH3:3])[CH3:2].[Cl:22]C(Cl)C.N(OC(C)(C)C)=O. (5) Given the product [CH3:11][C:12]1[NH:16][N:15]=[C:14]([NH:17][C:3]2[CH:2]=[C:1]([N:18]3[CH2:23][CH2:22][CH2:21][CH2:20][CH2:19]3)[N:10]=[C:1]([CH:2]=[CH:3][C:4]3[CH:9]=[CH:8][CH:7]=[CH:6][CH:5]=3)[N:10]=2)[CH:13]=1, predict the reactants needed to synthesize it. The reactants are: [C:1](#[N:10])[CH:2]=[CH:3][C:4]1[CH:9]=[CH:8][CH:7]=[CH:6][CH:5]=1.[CH3:11][C:12]1[NH:16][N:15]=[C:14]([NH2:17])[CH:13]=1.[NH:18]1[CH2:23][CH2:22][CH2:21][CH2:20][CH2:19]1. (6) Given the product [C:16]([N:4]1[C:5](=[O:6])[C:7]([CH3:8])=[CH:9][NH:1][C:2]1=[O:3])(=[O:23])[C:17]1[CH:22]=[CH:21][CH:20]=[CH:19][CH:18]=1, predict the reactants needed to synthesize it. The reactants are: [NH:1]1[CH:9]=[C:7]([CH3:8])[C:5](=[O:6])[NH:4][C:2]1=[O:3].N1C=CC=CC=1.[C:16](Cl)(=[O:23])[C:17]1[CH:22]=[CH:21][CH:20]=[CH:19][CH:18]=1. (7) Given the product [Cl:14][C:11]1[CH:12]=[CH:13][C:8]([N:7]2[C:3]([CH2:2][N:31]3[CH2:28][CH2:30][CH2:36][CH2:34]3)=[C:4]([C:23]([O:25][CH2:26][CH3:27])=[O:24])[N:5]=[C:6]2[C:15]2[CH:20]=[CH:19][C:18]([Cl:21])=[CH:17][C:16]=2[Cl:22])=[CH:9][CH:10]=1, predict the reactants needed to synthesize it. The reactants are: Br[CH2:2][C:3]1[N:7]([C:8]2[CH:13]=[CH:12][C:11]([Cl:14])=[CH:10][CH:9]=2)[C:6]([C:15]2[CH:20]=[CH:19][C:18]([Cl:21])=[CH:17][C:16]=2[Cl:22])=[N:5][C:4]=1[C:23]([O:25][CH2:26][CH3:27])=[O:24].[CH:28]([N:31]([CH:34]([CH3:36])C)CC)([CH3:30])C.N1CCCC1.O. (8) Given the product [CH3:1][O:2][C:3]1[CH:8]=[C:7]([NH2:9])[CH:6]=[CH:5][C:4]=1[CH2:12][CH2:13][CH2:14][N:15]1[CH2:19][CH2:18][CH2:17][CH2:16]1, predict the reactants needed to synthesize it. The reactants are: [CH3:1][O:2][C:3]1[CH:8]=[C:7]([N+:9]([O-])=O)[CH:6]=[CH:5][C:4]=1[C:12]#[C:13][CH2:14][N:15]1[CH2:19][CH2:18][CH2:17][CH2:16]1. (9) The reactants are: [F:1][C:2]1[CH:7]=[C:6]([CH3:8])[C:5]([S:9][CH2:10][C:11]([F:14])([F:13])[F:12])=[CH:4][C:3]=1[NH:15][NH2:16].C(=O)([O-])[O-].[K+].[K+].Br[CH2:24][CH2:25][C:26](Cl)=[O:27].Cl. Given the product [F:1][C:2]1[CH:7]=[C:6]([CH3:8])[C:5]([S:9][CH2:10][C:11]([F:13])([F:14])[F:12])=[CH:4][C:3]=1[N:15]1[CH:24]=[CH:25][C:26]([OH:27])=[N:16]1, predict the reactants needed to synthesize it. (10) Given the product [Br:15][CH:10]([CH2:9][O:8][CH2:7][C:1]1[CH:6]=[CH:5][CH:4]=[CH:3][CH:2]=1)[C:12]([OH:14])=[O:13], predict the reactants needed to synthesize it. The reactants are: [C:1]1([CH2:7][O:8][CH2:9][C@@H:10]([C:12]([OH:14])=[O:13])N)[CH:6]=[CH:5][CH:4]=[CH:3][CH:2]=1.[Br-:15].[K+].OS(O)(=O)=O.N([O-])=O.[Na+].